Dataset: Reaction yield outcomes from USPTO patents with 853,638 reactions. Task: Predict the reaction yield, written as a fraction of the theoretical maximum amount of product (1.0 means a 100% yield; for example, 0.34 means a 34% yield). (1) The reactants are Cl[C:2](Cl)([O:4][C:5](=[O:11])OC(Cl)(Cl)Cl)Cl.[F:13][C:14]([F:34])([F:33])[C:15]1[CH:16]=[C:17]([C:21]2[CH:22]=[CH:23][C:24]3[N:30]4[CH2:31][C@H:27]([CH2:28][CH2:29]4)[NH:26][C:25]=3[N:32]=2)[CH:18]=[CH:19][CH:20]=1.C(N(CC)CC)C.[NH2:42][C:43]1[CH:44]=[C:45]([CH:60]=[CH:61][CH:62]=1)[CH2:46][N:47]1[CH2:52][CH2:51][N:50](C(OC(C)(C)C)=O)[CH2:49][CH2:48]1. The catalyst is C(#N)C.CN(C1C=CN=CC=1)C. The product is [F:13][C:14]([F:34])([F:33])[C:5]([OH:4])=[O:11].[N:47]1([CH2:46][C:45]2[CH:44]=[C:43]([NH:42][C:2]([N:26]3[C@@H:27]4[CH2:31][N:30]([CH2:29][CH2:28]4)[C:24]4[CH:23]=[CH:22][C:21]([C:17]5[CH:18]=[CH:19][CH:20]=[C:15]([C:14]([F:33])([F:13])[F:34])[CH:16]=5)=[N:32][C:25]3=4)=[O:4])[CH:62]=[CH:61][CH:60]=2)[CH2:48][CH2:49][NH:50][CH2:51][CH2:52]1. The yield is 0.290. (2) The reactants are [Br:1][C:2]1[CH:7]=[CH:6][C:5]([C:8]([F:11])([F:10])[F:9])=[C:4]([N+:12]([O-])=O)[CH:3]=1.C(=O)(O)[O-].[Na+]. The catalyst is C(O)(=O)C.O.[Fe]. The product is [Br:1][C:2]1[CH:7]=[CH:6][C:5]([C:8]([F:9])([F:10])[F:11])=[C:4]([CH:3]=1)[NH2:12]. The yield is 0.790. (3) The reactants are [NH2:1][C:2]1[N:6]([C:7]2[CH:8]=[C:9]([CH:16]=[CH:17][C:18]=2[CH3:19])[C:10]([NH:12][CH:13]2[CH2:15][CH2:14]2)=[O:11])[N:5]=[CH:4][C:3]=1[C:20](=[O:28])[C:21]1[CH:26]=[CH:25][CH:24]=[C:23](I)[CH:22]=1.[C:29]([Cu])#[N:30]. The catalyst is CN(C=O)C.C1C=CC([P]([Pd]([P](C2C=CC=CC=2)(C2C=CC=CC=2)C2C=CC=CC=2)([P](C2C=CC=CC=2)(C2C=CC=CC=2)C2C=CC=CC=2)[P](C2C=CC=CC=2)(C2C=CC=CC=2)C2C=CC=CC=2)(C2C=CC=CC=2)C2C=CC=CC=2)=CC=1. The product is [NH2:1][C:2]1[N:6]([C:7]2[CH:8]=[C:9]([CH:16]=[CH:17][C:18]=2[CH3:19])[C:10]([NH:12][CH:13]2[CH2:15][CH2:14]2)=[O:11])[N:5]=[CH:4][C:3]=1[C:20](=[O:28])[C:21]1[CH:26]=[CH:25][CH:24]=[C:23]([C:29]#[N:30])[CH:22]=1. The yield is 0.340. (4) The reactants are C[Al](C)C.[F:5][C:6]1[CH:7]=[CH:8][C:9]([NH2:12])=[N:10][CH:11]=1.[Si:13]([O:20][CH2:21][C@H:22]([O:24][CH2:25][C@H:26]([O:31][C:32]1[N:37]=[CH:36][N:35]=[C:34]2[N:38]([C:41]3[C:46]([Cl:47])=[CH:45][CH:44]=[CH:43][N:42]=3)[N:39]=[CH:40][C:33]=12)[C:27](OC)=[O:28])[CH3:23])([C:16]([CH3:19])([CH3:18])[CH3:17])([CH3:15])[CH3:14].C(C(C(C([O-])=O)O)O)([O-])=O.[K+].[Na+]. The catalyst is C1(C)C=CC=CC=1.CCOC(C)=O. The product is [Si:13]([O:20][CH2:21][C@H:22]([O:24][CH2:25][C@H:26]([O:31][C:32]1[N:37]=[CH:36][N:35]=[C:34]2[N:38]([C:41]3[C:46]([Cl:47])=[CH:45][CH:44]=[CH:43][N:42]=3)[N:39]=[CH:40][C:33]=12)[C:27]([NH:12][C:9]1[CH:8]=[CH:7][C:6]([F:5])=[CH:11][N:10]=1)=[O:28])[CH3:23])([C:16]([CH3:19])([CH3:18])[CH3:17])([CH3:15])[CH3:14]. The yield is 0.611. (5) The reactants are [CH2:1]([N:8]1[C:12](=[O:13])[N:11]([C:14]2[CH:15]=[N:16][N:17]([CH2:19][C:20]3[C:21]([CH3:26])=[N:22][O:23][C:24]=3[CH3:25])[CH:18]=2)[C:10](=[O:27])[NH:9]1)[C:2]1[CH:7]=[CH:6][CH:5]=[CH:4][CH:3]=1.[CH3:28][O:29][CH2:30][CH2:31]Br. No catalyst specified. The product is [CH2:1]([N:8]1[C:12](=[O:13])[N:11]([C:14]2[CH:15]=[N:16][N:17]([CH2:19][C:20]3[C:21]([CH3:26])=[N:22][O:23][C:24]=3[CH3:25])[CH:18]=2)[C:10](=[O:27])[N:9]1[CH2:31][CH2:30][O:29][CH3:28])[C:2]1[CH:3]=[CH:4][CH:5]=[CH:6][CH:7]=1. The yield is 0.200. (6) The reactants are [N+:1]([C:4]1[CH:12]=[CH:11][CH:10]=[C:9]2[C:5]=1[C:6](=O)[NH:7][C:8]2=O)([O-:3])=[O:2].B.CO.Cl. The catalyst is C1COCC1. The product is [N+:1]([C:4]1[CH:12]=[CH:11][CH:10]=[C:9]2[C:5]=1[CH2:6][NH:7][CH2:8]2)([O-:3])=[O:2]. The yield is 0.590. (7) The reactants are [C:1]([O:5][C:6]([NH:8][C@H:9]1[CH2:14][CH2:13][C@H:12]([N:15]([CH2:38][CH3:39])[C:16]2[C:17]([CH3:37])=[C:18]([C:33]([O:35][CH3:36])=[O:34])[CH:19]=[C:20]([C:22]3[CH:27]=[CH:26][C:25]([O:28][CH2:29][CH2:30][O:31][CH3:32])=[CH:24][CH:23]=3)[CH:21]=2)[CH2:11][CH2:10]1)=[O:7])([CH3:4])([CH3:3])[CH3:2].[H-].[Na+].[CH3:42]I. The catalyst is CN(C=O)C. The product is [C:1]([O:5][C:6]([N:8]([CH3:42])[C@H:9]1[CH2:14][CH2:13][C@H:12]([N:15]([CH2:38][CH3:39])[C:16]2[C:17]([CH3:37])=[C:18]([C:33]([O:35][CH3:36])=[O:34])[CH:19]=[C:20]([C:22]3[CH:27]=[CH:26][C:25]([O:28][CH2:29][CH2:30][O:31][CH3:32])=[CH:24][CH:23]=3)[CH:21]=2)[CH2:11][CH2:10]1)=[O:7])([CH3:4])([CH3:3])[CH3:2]. The yield is 0.980.